This data is from Full USPTO retrosynthesis dataset with 1.9M reactions from patents (1976-2016). The task is: Predict the reactants needed to synthesize the given product. Given the product [Br:9][C:10]1[CH:11]=[C:12]([CH:13]2[C:3]3[C:4](=[O:8])[NH:5][N:6]([CH3:7])[C:2]=3[NH:1][C:19]3[CH2:23][CH2:22][C:21](=[O:24])[C:20]2=3)[CH:15]=[CH:16][C:17]=1[F:18], predict the reactants needed to synthesize it. The reactants are: [NH2:1][C:2]1[N:6]([CH3:7])[NH:5][C:4](=[O:8])[CH:3]=1.[Br:9][C:10]1[CH:11]=[C:12]([CH:15]=[CH:16][C:17]=1[F:18])[CH:13]=O.[C:19]1(=O)[CH2:23][CH2:22][C:21](=[O:24])[CH2:20]1.